This data is from Forward reaction prediction with 1.9M reactions from USPTO patents (1976-2016). The task is: Predict the product of the given reaction. (1) Given the reactants [F:1][C:2]1[CH:7]=[CH:6][C:5]([C:8]2[O:9][C:10]3[CH:20]=[CH:19][C:18]([C:21]4[CH:26]=[C:25]([C:27](=[O:38])[NH:28][C:29]5([C:32]6[CH:37]=[CH:36][CH:35]=[CH:34][CH:33]=6)[CH2:31][CH2:30]5)[CH:24]=[CH:23][C:22]=4[OH:39])=[CH:17][C:11]=3[C:12]=2[C:13]([NH:15][CH3:16])=[O:14])=[CH:4][CH:3]=1.Br[CH2:41][CH2:42][O:43][Si:44]([C:47]([CH3:50])([CH3:49])[CH3:48])([CH3:46])[CH3:45].C1CCN2C(=NCCC2)CC1, predict the reaction product. The product is: [Si:44]([O:43][CH2:42][CH2:41][O:39][C:22]1[CH:23]=[CH:24][C:25]([C:27](=[O:38])[NH:28][C:29]2([C:32]3[CH:33]=[CH:34][CH:35]=[CH:36][CH:37]=3)[CH2:30][CH2:31]2)=[CH:26][C:21]=1[C:18]1[CH:19]=[CH:20][C:10]2[O:9][C:8]([C:5]3[CH:6]=[CH:7][C:2]([F:1])=[CH:3][CH:4]=3)=[C:12]([C:13]([NH:15][CH3:16])=[O:14])[C:11]=2[CH:17]=1)([C:47]([CH3:50])([CH3:49])[CH3:48])([CH3:46])[CH3:45]. (2) Given the reactants [Cl:1][C:2]1[CH:7]=[CH:6][C:5]([C:8]2[C:17]3[C:12](=[CH:13][CH:14]=[C:15]([C:18]([OH:20])=O)[CH:16]=3)[CH:11]=[N:10][CH:9]=2)=[CH:4][CH:3]=1.C(N(CC)C(C)C)(C)C.F[P-](F)(F)(F)(F)F.N1(OC(N(C)C)=[N+](C)C)C2N=CC=CC=2N=N1.[CH3:54][S:55]([CH2:58][CH2:59][NH2:60])(=[O:57])=[O:56], predict the reaction product. The product is: [Cl:1][C:2]1[CH:3]=[CH:4][C:5]([C:8]2[C:17]3[C:12](=[CH:13][CH:14]=[C:15]([C:18]([NH:60][CH2:59][CH2:58][S:55]([CH3:54])(=[O:57])=[O:56])=[O:20])[CH:16]=3)[CH:11]=[N:10][CH:9]=2)=[CH:6][CH:7]=1.